Dataset: Full USPTO retrosynthesis dataset with 1.9M reactions from patents (1976-2016). Task: Predict the reactants needed to synthesize the given product. (1) The reactants are: C(OC([N:8]1[CH2:13][CH2:12][N:11]([C:14]2[CH:19]=[CH:18][C:17]([NH:20][C:21]3[C:26]4[C:27](=[O:31])[NH:28][N:29]=[CH:30][C:25]=4[CH:24]=[C:23]([NH:32][C:33]4[CH:38]=[CH:37][C:36]([Cl:39])=[C:35]([Cl:40])[C:34]=4[Cl:41])[N:22]=3)=[C:16]([O:42][CH3:43])[CH:15]=2)[CH2:10][CH2:9]1)=O)(C)(C)C.FC(F)(F)C(O)=O. Given the product [CH3:43][O:42][C:16]1[CH:15]=[C:14]([N:11]2[CH2:12][CH2:13][NH:8][CH2:9][CH2:10]2)[CH:19]=[CH:18][C:17]=1[NH:20][C:21]1[C:26]2[C:27](=[O:31])[NH:28][N:29]=[CH:30][C:25]=2[CH:24]=[C:23]([NH:32][C:33]2[CH:38]=[CH:37][C:36]([Cl:39])=[C:35]([Cl:40])[C:34]=2[Cl:41])[N:22]=1, predict the reactants needed to synthesize it. (2) Given the product [C:2]([Si:5]([CH3:7])([CH3:6])[O:35][CH:34]([CH2:33][NH:32][C:15]([O:17][CH2:18][CH:19]1[C:31]2[CH:30]=[CH:29][CH:28]=[CH:27][C:26]=2[C:25]2[C:20]1=[CH:21][CH:22]=[CH:23][CH:24]=2)=[O:16])[C:36]([OH:38])=[O:37])([CH3:4])([CH3:3])[CH3:1], predict the reactants needed to synthesize it. The reactants are: [CH3:1][C:2]([Si:5](Cl)([CH3:7])[CH3:6])([CH3:4])[CH3:3].N1C=CC=CC=1.[C:15]([NH:32][CH2:33][CH:34]([C:36]([OH:38])=[O:37])[OH:35])([O:17][CH2:18][CH:19]1[C:31]2[C:26](=[CH:27][CH:28]=[CH:29][CH:30]=2)[C:25]2[C:20]1=[CH:21][CH:22]=[CH:23][CH:24]=2)=[O:16].Cl. (3) Given the product [CH2:1]([O:3][C:4](=[O:5])[NH:6][C:7]([C:10]1[CH:11]=[CH:12][C:13]([C:14]([N:31]2[CH2:32][CH2:33][N:28]([C:22]3[C:21]([CH3:20])=[CH:26][C:25]([CH3:27])=[CH:24][N:23]=3)[CH2:29][CH2:30]2)=[O:16])=[CH:18][CH:19]=1)([CH3:8])[CH3:9])[CH3:2], predict the reactants needed to synthesize it. The reactants are: [CH2:1]([O:3][C:4]([NH:6][C:7]([C:10]1[CH:19]=[CH:18][C:13]([C:14]([O:16]C)=O)=[CH:12][CH:11]=1)([CH3:9])[CH3:8])=[O:5])[CH3:2].[CH3:20][C:21]1[C:22]([N:28]2[CH2:33][CH2:32][NH:31][CH2:30][CH2:29]2)=[N:23][CH:24]=[C:25]([CH3:27])[CH:26]=1. (4) Given the product [N+:8]([C:6]1[CH:5]=[CH:4][C:3]2[O:11][CH2:12][C:13](=[O:14])[NH:1][C:2]=2[CH:7]=1)([O-:10])=[O:9], predict the reactants needed to synthesize it. The reactants are: [NH2:1][C:2]1[CH:7]=[C:6]([N+:8]([O-:10])=[O:9])[CH:5]=[CH:4][C:3]=1[OH:11].[CH3:12][C:13](C)=[O:14].CCN(CC)CC.